Predict the reactants needed to synthesize the given product. From a dataset of Full USPTO retrosynthesis dataset with 1.9M reactions from patents (1976-2016). Given the product [Cl:12][C:13]1[CH:18]=[C:17]([C:2]2[CH:3]=[C:4]([C:7]([O:9][CH2:10][CH3:11])=[O:8])[O:5][CH:6]=2)[CH:16]=[CH:15][CH:14]=1, predict the reactants needed to synthesize it. The reactants are: Br[C:2]1[CH:3]=[C:4]([C:7]([O:9][CH2:10][CH3:11])=[O:8])[O:5][CH:6]=1.[Cl:12][C:13]1[CH:14]=[C:15](B(O)O)[CH:16]=[CH:17][CH:18]=1.C(=O)([O-])[O-].[Na+].[Na+].